Dataset: Catalyst prediction with 721,799 reactions and 888 catalyst types from USPTO. Task: Predict which catalyst facilitates the given reaction. (1) Product: [OH:1][C:2]1[CH:7]=[CH:6][CH:5]=[CH:4][C:3]=1[C:8]1[N:13]=[C:12]([C:11]2[CH:15]=[CH:16][CH:17]=[CH:18][C:10]=2[OH:9])[N:28]([C:25]2[CH:26]=[CH:27][C:22]([O:21][CH3:20])=[CH:23][CH:24]=2)[N:29]=1. The catalyst class is: 8. Reactant: [OH:1][C:2]1[CH:7]=[CH:6][CH:5]=[CH:4][C:3]=1[C:8]1[O:9][C:10]2[CH:18]=[CH:17][CH:16]=[CH:15][C:11]=2[C:12](=O)[N:13]=1.Cl.[CH3:20][O:21][C:22]1[CH:27]=[CH:26][C:25]([NH:28][NH2:29])=[CH:24][CH:23]=1.C(N(CC)CC)C. (2) Reactant: [CH3:1][O:2][C:3]1[CH:8]=[CH:7][C:6]([NH:9][C:10]2[CH:15]=[CH:14][CH:13]=[CH:12][C:11]=2[NH:16][C:17]([C:19]2[N:20]([CH3:24])[CH:21]=[CH:22][CH:23]=2)=O)=[C:5]([CH3:25])[CH:4]=1.C(=O)(O)[O-].[Na+]. Product: [CH3:1][O:2][C:3]1[CH:8]=[CH:7][C:6]([N:9]2[C:10]3[CH:15]=[CH:14][CH:13]=[CH:12][C:11]=3[N:16]=[C:17]2[C:19]2[N:20]([CH3:24])[CH:21]=[CH:22][CH:23]=2)=[C:5]([CH3:25])[CH:4]=1. The catalyst class is: 15. (3) The catalyst class is: 8. Product: [CH3:13][O:12][C:6]1[CH:5]=[C:4]([C:2](=[O:3])[CH2:1][CH2:17][N:18]([CH3:14])[CH3:19])[CH:9]=[CH:8][C:7]=1[O:10][CH3:11]. Reactant: [CH3:1][C:2]([C:4]1[CH:9]=[CH:8][C:7]([O:10][CH3:11])=[C:6]([O:12][CH3:13])[CH:5]=1)=[O:3].[CH2:14]=O.Cl.[CH3:17][NH:18][CH3:19]. (4) Reactant: [Cl:1][C:2]1[C:3]([F:13])=[C:4]([I:12])[C:5]([OH:11])=[C:6]([C:8](=[O:10])[CH3:9])[CH:7]=1.CI.[C:16](=O)([O-])[O-].[K+].[K+]. Product: [Cl:1][C:2]1[C:3]([F:13])=[C:4]([I:12])[C:5]([O:11][CH3:16])=[C:6]([C:8](=[O:10])[CH3:9])[CH:7]=1. The catalyst class is: 869. (5) Reactant: [C:1]([O:5][C@@H:6]([C:12]1[C:13]([CH3:34])=[N:14][C:15]([CH3:33])=[C:16]([C:26]2[CH:31]=[CH:30][C:29](O)=[CH:28][CH:27]=2)[C:17]=1[N:18]1[CH2:23][CH2:22][C:21]([CH3:25])([CH3:24])[CH2:20][CH2:19]1)[C:7]([O:9]CC)=[O:8])([CH3:4])([CH3:3])[CH3:2].[F:35][C:36]1[CH:41]=[C:40]([F:42])[C:39]([F:43])=[CH:38][C:37]=1[CH2:44][CH2:45][OH:46].C1C=CC(P(C2C=CC=CC=2)C2C=CC=CC=2)=CC=1.CC(OC(/N=N/C(OC(C)C)=O)=O)C.[OH-].[Na+]. Product: [C:1]([O:5][C@@H:6]([C:12]1[C:13]([CH3:34])=[N:14][C:15]([CH3:33])=[C:16]([C:26]2[CH:27]=[CH:28][C:29]([O:46][CH2:45][CH2:44][C:37]3[CH:38]=[C:39]([F:43])[C:40]([F:42])=[CH:41][C:36]=3[F:35])=[CH:30][CH:31]=2)[C:17]=1[N:18]1[CH2:19][CH2:20][C:21]([CH3:25])([CH3:24])[CH2:22][CH2:23]1)[C:7]([OH:9])=[O:8])([CH3:4])([CH3:2])[CH3:3]. The catalyst class is: 36. (6) Reactant: Cl[C:2]1[C:7]([N+:8]([O-:10])=[O:9])=[CH:6][CH:5]=[C:4]([Cl:11])[N:3]=1.C(=O)([O-])[O-].[K+].[K+].[Cl:18][C:19]1[CH:26]=[CH:25][CH:24]=[C:23]([Cl:27])[C:20]=1[CH2:21][NH2:22]. Product: [Cl:18][C:19]1[CH:26]=[CH:25][CH:24]=[C:23]([Cl:27])[C:20]=1[CH2:21][NH:22][C:2]1[C:7]([N+:8]([O-:10])=[O:9])=[CH:6][CH:5]=[C:4]([Cl:11])[N:3]=1. The catalyst class is: 23. (7) Reactant: [CH3:1][O:2][C:3](=[O:44])[C@@H:4]([NH:25][C:26](=[O:43])[C:27]1[CH:32]=[CH:31][C:30]([C:33]#[C:34][C:35]2[CH:40]=[CH:39][C:38](CN)=[CH:37][CH:36]=2)=[CH:29][CH:28]=1)[C@H:5]([NH:7][C:8]([O:10][CH2:11][CH:12]1[C:24]2[CH:23]=[CH:22][CH:21]=[CH:20][C:19]=2[C:18]2[C:13]1=[CH:14][CH:15]=[CH:16][CH:17]=2)=[O:9])[CH3:6].[CH3:45]CN(C(C)C)C(C)C.Cl.[N:55]1([C:60]([NH2:62])=[NH:61])C=CC=N1. Product: [CH3:1][O:2][C:3](=[O:44])[C@@H:4]([NH:25][C:26](=[O:43])[C:27]1[CH:32]=[CH:31][C:30]([C:33]#[C:34][C:35]2[CH:36]=[CH:37][C:38]([NH:61][C:60]([NH2:62])=[NH:55])=[CH:39][C:40]=2[CH3:45])=[CH:29][CH:28]=1)[C@H:5]([NH:7][C:8]([O:10][CH2:11][CH:12]1[C:24]2[CH:23]=[CH:22][CH:21]=[CH:20][C:19]=2[C:18]2[C:13]1=[CH:14][CH:15]=[CH:16][CH:17]=2)=[O:9])[CH3:6]. The catalyst class is: 31. (8) Reactant: O[CH:2]=[C:3]1[C:11]2[C:6](=[CH:7][C:8]([C:12]([C:14]3[CH:15]=[C:16]([NH:20][C:21]([C:23]4[N:24]([CH2:29][CH3:30])[N:25]=[C:26]([CH3:28])[CH:27]=4)=[O:22])[CH:17]=[CH:18][CH:19]=3)=[O:13])=[CH:9][CH:10]=2)[NH:5][C:4]1=[O:31].C1COCC1.[N:37]1([CH2:42][C:43]2[CH:48]=[CH:47][C:46]([NH2:49])=[CH:45][CH:44]=2)[CH2:41][CH2:40][CH2:39][CH2:38]1. Product: [O:31]=[C:4]1[C:3](=[CH:2][NH:49][C:46]2[CH:45]=[CH:44][C:43]([CH2:42][N:37]3[CH2:41][CH2:40][CH2:39][CH2:38]3)=[CH:48][CH:47]=2)[C:11]2[C:6](=[CH:7][C:8]([C:12]([C:14]3[CH:15]=[C:16]([NH:20][C:21]([C:23]4[N:24]([CH2:29][CH3:30])[N:25]=[C:26]([CH3:28])[CH:27]=4)=[O:22])[CH:17]=[CH:18][CH:19]=3)=[O:13])=[CH:9][CH:10]=2)[NH:5]1. The catalyst class is: 521. (9) Reactant: [N+:1]([C:4]1[CH:9]=[CH:8][C:7]([NH:10][C:11]([CH2:13][C:14]2[S:15][CH:16]=[CH:17][CH:18]=2)=[O:12])=[CH:6][CH:5]=1)([O-])=O.O1CCCC1. Product: [NH2:1][C:4]1[CH:5]=[CH:6][C:7]([NH:10][C:11]([CH2:13][C:14]2[S:15][CH:16]=[CH:17][CH:18]=2)=[O:12])=[CH:8][CH:9]=1. The catalyst class is: 171. (10) Reactant: ClC1C=CC=CC=1C([N:10]([C:14]1[C:15]([C:19]2[CH:24]=[CH:23][C:22](I)=[CH:21][CH:20]=2)=[N:16][O:17][CH:18]=1)[C:11](=[O:13])[O-:12])C.[C:26]([O:32][CH2:33]C)(=[O:31])[CH2:27][CH2:28][CH:29]=[CH2:30].[C:35]1(C)C=[CH:39][CH:38]=[CH:37][C:36]=1P([C:37]1[CH:38]=[CH:39]C=[CH:35][C:36]=1C)[C:37]1[CH:38]=[CH:39]C=[CH:35][C:36]=1C.[ClH:57].C(N(CC)[CH:61]([CH3:63])[CH3:62])C. Product: [Cl:57][C:39]1[CH:38]=[CH:37][CH:36]=[CH:35][C:63]=1[CH:61]([O:12][C:11]([NH:10][C:14]1[C:15]([C:19]2[CH:20]=[CH:21][C:22]([CH:30]=[CH:29][CH2:28][CH2:27][C:26]([O:32][CH3:33])=[O:31])=[CH:23][CH:24]=2)=[N:16][O:17][CH:18]=1)=[O:13])[CH3:62]. The catalyst class is: 160.